This data is from Reaction yield outcomes from USPTO patents with 853,638 reactions. The task is: Predict the reaction yield, written as a fraction of the theoretical maximum amount of product (1.0 means a 100% yield; for example, 0.34 means a 34% yield). (1) The reactants are C([N:8]1[CH2:13][CH2:12][C:11]([C:15]([C:17]2[CH:22]=[CH:21][C:20]([F:23])=[CH:19][CH:18]=2)=[O:16])([OH:14])[CH2:10][CH2:9]1)C1C=CC=CC=1.CO. The catalyst is C(OCC)(=O)C.[Pd]. The product is [F:23][C:20]1[CH:21]=[CH:22][C:17]([C:15]([C:11]2([OH:14])[CH2:12][CH2:13][NH:8][CH2:9][CH2:10]2)=[O:16])=[CH:18][CH:19]=1. The yield is 1.00. (2) The reactants are [Si:1]([O:8][C:9]1[CH:14]=[CH:13][C:12]([C:15]([C:17]2[CH:22]=[C:21]([O:23][CH3:24])[CH:20]=[C:19]([O:25][CH3:26])[CH:18]=2)=O)=[CH:11][C:10]=1[O:27][CH3:28])([C:4]([CH3:7])([CH3:6])[CH3:5])([CH3:3])[CH3:2].C(OP([CH2:37][C:38]#[N:39])(=O)OCC)C.C[Si]([N-][Si](C)(C)C)(C)C.[Li+].COC1C=C(C(C2C=CC=C(OC)C=2)=CC#N)C=C(OC)C=1. The catalyst is C1COCC1. The product is [C:4]([Si:1]([CH3:3])([CH3:2])[O:8][C:9]1[CH:14]=[CH:13][C:12]([C:15]([C:17]2[CH:18]=[C:19]([O:25][CH3:26])[CH:20]=[C:21]([O:23][CH3:24])[CH:22]=2)=[CH:37][C:38]#[N:39])=[CH:11][C:10]=1[O:27][CH3:28])([CH3:6])([CH3:5])[CH3:7]. The yield is 0.780. (3) The reactants are [C:1]([C:4]1[CH:13]=[C:8]([C:9]([O:11][CH3:12])=[O:10])[C:7]([OH:14])=[CH:6][CH:5]=1)(=[O:3])[CH3:2].C(=O)([O-])[O-].[K+].[K+].[CH2:21](Br)[C:22]1[CH:27]=[CH:26][CH:25]=[CH:24][CH:23]=1. The catalyst is C(#N)C. The product is [CH3:12][O:11][C:9](=[O:10])[C:8]1[CH:13]=[C:4]([C:1](=[O:3])[CH3:2])[CH:5]=[CH:6][C:7]=1[O:14][CH2:21][C:22]1[CH:27]=[CH:26][CH:25]=[CH:24][CH:23]=1. The yield is 1.00. (4) The reactants are [CH3:1][C:2]1[CH:7]=[C:6]([CH3:8])[N:5]=[C:4]([N:9]2[CH2:16][CH:15]3[CH:11]([CH2:12][NH:13][CH2:14]3)[CH2:10]2)[N:3]=1.[C:17]1([N:23]2[C:27]([C:28](O)=[O:29])=[CH:26][CH:25]=[N:24]2)[CH:22]=[CH:21][CH:20]=[CH:19][CH:18]=1.CN(C(ON1N=NC2C=CC=NC1=2)=[N+](C)C)C.F[P-](F)(F)(F)(F)F.CCN(C(C)C)C(C)C. The catalyst is C(OCC)(=O)C.CN(C=O)C. The product is [CH3:1][C:2]1[CH:7]=[C:6]([CH3:8])[N:5]=[C:4]([N:9]2[CH2:16][CH:15]3[CH:11]([CH2:12][N:13]([C:28]([C:27]4[N:23]([C:17]5[CH:18]=[CH:19][CH:20]=[CH:21][CH:22]=5)[N:24]=[CH:25][CH:26]=4)=[O:29])[CH2:14]3)[CH2:10]2)[N:3]=1. The yield is 0.740. (5) The yield is 0.390. The catalyst is O1CCOCC1. The reactants are Br[C:2]1[N:3]=[CH:4][C:5]([NH2:15])=[N:6][C:7]=1[C:8]1[CH:13]=[CH:12][CH:11]=[C:10]([F:14])[CH:9]=1.[Cl:16][C:17]1[CH:18]=[N:19][CH:20]=[CH:21][C:22]=1B(O)O.C(=O)([O-])[O-].[Cs+].[Cs+]. The product is [Cl:16][C:17]1[CH:18]=[N:19][CH:20]=[CH:21][C:22]=1[C:2]1[N:3]=[CH:4][C:5]([NH2:15])=[N:6][C:7]=1[C:8]1[CH:13]=[CH:12][CH:11]=[C:10]([F:14])[CH:9]=1. (6) The reactants are [C:1](=[O:23])([O:20][CH2:21][CH3:22])[O:2][C:3]1[CH:8]=[CH:7][C:6]([CH3:9])=[CH:5][C:4]=1[CH:10]1[CH:17]2[CH2:18][CH:13]3[CH2:14][CH:15]([CH2:19][CH:11]1[CH2:12]3)[CH2:16]2.[N+:24]([O-])([O-:26])=[O:25].[K+]. The catalyst is OS(O)(=O)=O. The product is [C:1](=[O:23])([O:20][CH2:21][CH3:22])[O:2][C:3]1[CH:8]=[C:7]([N+:24]([O-:26])=[O:25])[C:6]([CH3:9])=[CH:5][C:4]=1[CH:10]1[CH:11]2[CH2:19][CH:15]3[CH2:14][CH:13]([CH2:18][CH:17]1[CH2:16]3)[CH2:12]2. The yield is 0.250. (7) The reactants are N1C=CC=CC=1.[NH2:7][C:8]1[CH:13]=[CH:12][NH:11][C:10](=[O:14])[CH:9]=1.[C:15]1([CH2:21][C:22](Cl)=[O:23])[CH:20]=[CH:19][CH:18]=[CH:17][CH:16]=1. The catalyst is CN(C=O)C.O. The product is [O:14]=[C:10]1[CH:9]=[C:8]([NH:7][C:22](=[O:23])[CH2:21][C:15]2[CH:20]=[CH:19][CH:18]=[CH:17][CH:16]=2)[CH:13]=[CH:12][NH:11]1. The yield is 0.630.